From a dataset of Reaction yield outcomes from USPTO patents with 853,638 reactions. Predict the reaction yield, written as a fraction of the theoretical maximum amount of product (1.0 means a 100% yield; for example, 0.34 means a 34% yield). The reactants are [C:1]1([C:7]([C:17]2[CH:22]=[CH:21][C:20]([CH:23]=[CH:24][C:25]([N:27]([CH2:30][CH3:31])[CH2:28][CH3:29])=[O:26])=[CH:19][CH:18]=2)=[C:8]([C:11]2[CH:16]=[CH:15][CH:14]=[CH:13][CH:12]=2)[CH2:9][CH3:10])[CH:6]=[CH:5][CH:4]=[CH:3][CH:2]=1. The catalyst is C1(C)C=CC=CC=1.C1C=CC(P(C2C=CC=CC=2)C2C=CC=CC=2)=CC=1.C1C=CC(P(C2C=CC=CC=2)C2C=CC=CC=2)=CC=1.C1C=CC(P(C2C=CC=CC=2)C2C=CC=CC=2)=CC=1.[Cl-].[Rh]. The product is [C:1]1([C:7]([C:17]2[CH:18]=[CH:19][C:20]([CH2:23][CH2:24][C:25]([N:27]([CH2:30][CH3:31])[CH2:28][CH3:29])=[O:26])=[CH:21][CH:22]=2)=[C:8]([C:11]2[CH:16]=[CH:15][CH:14]=[CH:13][CH:12]=2)[CH2:9][CH3:10])[CH:2]=[CH:3][CH:4]=[CH:5][CH:6]=1. The yield is 0.950.